From a dataset of Peptide-MHC class I binding affinity with 185,985 pairs from IEDB/IMGT. Regression. Given a peptide amino acid sequence and an MHC pseudo amino acid sequence, predict their binding affinity value. This is MHC class I binding data. (1) The peptide sequence is NTYLFNILYK. The MHC is H-2-Kb with pseudo-sequence H-2-Kb. The binding affinity (normalized) is 0.228. (2) The MHC is HLA-A03:01 with pseudo-sequence HLA-A03:01. The binding affinity (normalized) is 0.353. The peptide sequence is PTKRCRLLK. (3) The peptide sequence is YLGPTIRVW. The MHC is HLA-A02:02 with pseudo-sequence HLA-A02:02. The binding affinity (normalized) is 0.623. (4) The peptide sequence is YWGPSLYSIL. The MHC is Patr-A0901 with pseudo-sequence Patr-A0901. The binding affinity (normalized) is 0.476. (5) The peptide sequence is YMLDMTFPV. The MHC is HLA-E01:01 with pseudo-sequence HLA-E01:03. The binding affinity (normalized) is 0.0847.